From a dataset of Reaction yield outcomes from USPTO patents with 853,638 reactions. Predict the reaction yield, written as a fraction of the theoretical maximum amount of product (1.0 means a 100% yield; for example, 0.34 means a 34% yield). (1) The reactants are Cl[C:2]1[N:7]=[C:6]([N:8]2[CH2:13][CH2:12][O:11][CH2:10][CH2:9]2)[N:5]=[C:4]([N:14]2[CH2:19][CH2:18][O:17][CH2:16][CH2:15]2)[N:3]=1.CC1(C)C(C)(C)OB([C:28]2[CH:34]=[CH:33][C:31]([NH2:32])=[CH:30][CH:29]=2)O1.C(=O)([O-])[O-].[Na+].[Na+]. The catalyst is COCCOC.C(OCC)(=O)C.[Pd].C1(P(C2C=CC=CC=2)C2C=CC=CC=2)C=CC=CC=1.C1(P(C2C=CC=CC=2)C2C=CC=CC=2)C=CC=CC=1.C1(P(C2C=CC=CC=2)C2C=CC=CC=2)C=CC=CC=1.C1(P(C2C=CC=CC=2)C2C=CC=CC=2)C=CC=CC=1. The product is [O:17]1[CH2:18][CH2:19][N:14]([C:4]2[N:5]=[C:6]([N:8]3[CH2:13][CH2:12][O:11][CH2:10][CH2:9]3)[N:7]=[C:2]([C:28]3[CH:34]=[CH:33][C:31]([NH2:32])=[CH:30][CH:29]=3)[N:3]=2)[CH2:15][CH2:16]1. The yield is 0.400. (2) The reactants are [I:1][C:2]1[C:3](O)=[N:4][CH:5]=[C:6]([N+:8]([O-:10])=[O:9])[CH:7]=1.O=P(Cl)(Cl)[Cl:14].P(Cl)(Cl)(Cl)(Cl)Cl. The catalyst is O. The product is [Cl:14][C:3]1[C:2]([I:1])=[CH:7][C:6]([N+:8]([O-:10])=[O:9])=[CH:5][N:4]=1. The yield is 0.690.